This data is from Catalyst prediction with 721,799 reactions and 888 catalyst types from USPTO. The task is: Predict which catalyst facilitates the given reaction. (1) Product: [O:40]1[CH2:41][CH2:42][N:37]([C:32]2[CH:31]=[C:30]([C:22]3[CH:23]=[CH:24][CH:25]=[C:26]4[C:21]=3[O:20][C:19]3[CH:18]=[CH:17][C:16]([NH:15][CH:12]5[CH2:13][CH2:14][N:9]([CH2:8][CH2:7][C:6]6[CH:5]=[CH:4][C:3]([NH:2][C:45](=[O:47])[CH3:46])=[CH:44][CH:43]=6)[CH2:10][CH2:11]5)=[CH:29][C:28]=3[CH2:27]4)[NH:35][C:34](=[O:36])[CH:33]=2)[CH2:38][CH2:39]1. Reactant: Cl.[NH2:2][C:3]1[CH:44]=[CH:43][C:6]([CH2:7][CH2:8][N:9]2[CH2:14][CH2:13][CH:12]([NH:15][C:16]3[CH:29]=[C:28]4[C:19]([O:20][C:21]5[C:22]([C:30]6[NH:35][C:34](=[O:36])[CH:33]=[C:32]([N:37]7[CH2:42][CH2:41][O:40][CH2:39][CH2:38]7)[CH:31]=6)=[CH:23][CH:24]=[CH:25][C:26]=5[CH2:27]4)=[CH:18][CH:17]=3)[CH2:11][CH2:10]2)=[CH:5][CH:4]=1.[C:45](OC(=O)C)(=[O:47])[CH3:46].C(=O)([O-])O.[Na+]. The catalyst class is: 5. (2) Reactant: Cl.Cl.[O:3]1[CH2:7][CH2:6][C@H:5]([C@:8]2([C:14]([N:16]3[CH2:21][CH2:20][N:19]([C:22]4[CH:27]=[C:26]([C:28]([F:31])([F:30])[F:29])[CH:25]=[CH:24][N:23]=4)[CH2:18][CH2:17]3)=[O:15])[CH2:12][CH2:11][C@@H:10]([NH2:13])[CH2:9]2)[CH2:4]1.[CH3:32][O:33][CH:34]1[C:39](=O)[CH2:38][CH2:37][O:36][CH2:35]1.C(N(CC)CC)C.C(O[BH-](OC(=O)C)OC(=O)C)(=O)C.[Na+]. Product: [CH3:32][O:33][CH:34]1[C@H:39]([NH:13][C@@H:10]2[CH2:11][CH2:12][C@:8]([C@H:5]3[CH2:6][CH2:7][O:3][CH2:4]3)([C:14]([N:16]3[CH2:17][CH2:18][N:19]([C:22]4[CH:27]=[C:26]([C:28]([F:29])([F:31])[F:30])[CH:25]=[CH:24][N:23]=4)[CH2:20][CH2:21]3)=[O:15])[CH2:9]2)[CH2:38][CH2:37][O:36][CH2:35]1. The catalyst class is: 2. (3) The catalyst class is: 7. Reactant: [CH3:1][NH:2][CH2:3][C:4]1[C:12]2[O:11][N:10]=[C:9]([CH2:13][CH2:14][CH:15]3[CH2:20][CH2:19][N:18]([C:21]4[N:22]=[N:23][C:24]([Cl:27])=[CH:25][CH:26]=4)[CH2:17][CH2:16]3)[C:8]=2[CH:7]=[CH:6][C:5]=1[O:28][CH2:29][CH:30]1[CH2:32][CH2:31]1.C(N(CC)CC)C.[C:48](O[C:48]([O:50][C:51]([CH3:54])([CH3:53])[CH3:52])=[O:49])([O:50][C:51]([CH3:54])([CH3:53])[CH3:52])=[O:49].CCCCCCC.C(OCC)(=O)C. Product: [C:51]([O:50][C:48]([N:2]([CH2:3][C:4]1[C:12]2[O:11][N:10]=[C:9]([CH2:13][CH2:14][CH:15]3[CH2:20][CH2:19][N:18]([C:21]4[N:22]=[N:23][C:24]([Cl:27])=[CH:25][CH:26]=4)[CH2:17][CH2:16]3)[C:8]=2[CH:7]=[CH:6][C:5]=1[O:28][CH2:29][CH:30]1[CH2:31][CH2:32]1)[CH3:1])=[O:49])([CH3:52])([CH3:53])[CH3:54]. (4) Reactant: [NH2:1][C:2]1[CH:10]=[CH:9][C:5]([C:6]([OH:8])=[O:7])=[C:4]([O:11][CH3:12])[CH:3]=1.[F:13][C:14]([F:25])([F:24])[C:15]1[CH:20]=[CH:19][C:18]([N:21]=[C:22]=[O:23])=[CH:17][CH:16]=1. Product: [CH3:12][O:11][C:4]1[CH:3]=[C:2]([NH:1][C:22]([NH:21][C:18]2[CH:17]=[CH:16][C:15]([C:14]([F:13])([F:24])[F:25])=[CH:20][CH:19]=2)=[O:23])[CH:10]=[CH:9][C:5]=1[C:6]([OH:8])=[O:7]. The catalyst class is: 4. (5) Reactant: [C:1]([C:3]1[CH:4]=[C:5]([N:9]2[C@@:13]3([CH2:18][CH2:17][N:16](C(OCC4C=CC=CC=4)=O)[C@@H:15]([CH3:29])[CH2:14]3)[C:12](=[O:30])[NH:11][C:10]2=[O:31])[CH:6]=[CH:7][CH:8]=1)#[N:2].[H][H]. Product: [CH3:29][C@@H:15]1[NH:16][CH2:17][CH2:18][C@@:13]2([N:9]([C:5]3[CH:4]=[C:3]([CH:8]=[CH:7][CH:6]=3)[C:1]#[N:2])[C:10](=[O:31])[NH:11][C:12]2=[O:30])[CH2:14]1. The catalyst class is: 320. (6) Reactant: [CH3:1][N:2]1[CH:10]=[C:9]2[C:4]([CH:5]=[C:6]([C:11]3[C:12]4[C:19]([C:20]([OH:22])=[O:21])=[CH:18][N:17]([CH2:23][O:24][CH2:25][CH2:26][Si:27]([CH3:30])([CH3:29])[CH3:28])[C:13]=4[N:14]=[CH:15][N:16]=3)[CH:7]=[CH:8]2)=[N:3]1.CN(C(ON1N=N[C:41]2[CH:42]=CC=N[C:40]1=2)=[N+](C)C)C.F[P-](F)(F)(F)(F)F.C(O)C=C.CCN(C(C)C)C(C)C. Product: [CH3:1][N:2]1[CH:10]=[C:9]2[C:4]([CH:5]=[C:6]([C:11]3[C:12]4[C:19]([C:20]([O:22][CH2:42][CH:41]=[CH2:40])=[O:21])=[CH:18][N:17]([CH2:23][O:24][CH2:25][CH2:26][Si:27]([CH3:30])([CH3:29])[CH3:28])[C:13]=4[N:14]=[CH:15][N:16]=3)[CH:7]=[CH:8]2)=[N:3]1. The catalyst class is: 16. (7) Reactant: [CH2:1]([NH:3][C:4]([N:6]1[C:14]2[C:9](=[CH:10][C:11]([O:15][C:16]3[CH:21]=[CH:20][N:19]=[C:18]([NH2:22])[CH:17]=3)=[CH:12][CH:13]=2)[CH:8]=[CH:7]1)=[O:5])[CH3:2].N1C=CC=CC=1.[C:29](Cl)(=[O:37])[O:30][C:31]1[CH:36]=[CH:35][CH:34]=[CH:33][CH:32]=1. Product: [CH2:1]([NH:3][C:4]([N:6]1[C:14]2[C:9](=[CH:10][C:11]([O:15][C:16]3[CH:21]=[CH:20][N:19]=[C:18]([NH:22][C:29](=[O:37])[O:30][C:31]4[CH:36]=[CH:35][CH:34]=[CH:33][CH:32]=4)[CH:17]=3)=[CH:12][CH:13]=2)[CH:8]=[CH:7]1)=[O:5])[CH3:2]. The catalyst class is: 9. (8) Reactant: [CH2:1]([O:3][C:4](=[O:29])[CH2:5][CH2:6][CH2:7][O:8][C:9]1[CH:14]=[CH:13][CH:12]=[C:11]([CH2:15][CH2:16][CH2:17][CH2:18][CH2:19][CH2:20]Br)[C:10]=1[CH2:22][CH2:23][C:24]([O:26][CH2:27][CH3:28])=[O:25])[CH3:2].[Br:30][C:31]1[CH:32]=[C:33]([OH:38])[CH:34]=[C:35]([OH:37])[CH:36]=1.[H-].[Li+]. Product: [CH2:1]([O:3][C:4](=[O:29])[CH2:5][CH2:6][CH2:7][O:8][C:9]1[CH:14]=[CH:13][CH:12]=[C:11]([CH2:15][CH2:16][CH2:17][CH2:18][CH2:19][CH2:20][O:37][C:35]2[CH:34]=[C:33]([OH:38])[CH:32]=[C:31]([Br:30])[CH:36]=2)[C:10]=1[CH2:22][CH2:23][C:24]([O:26][CH2:27][CH3:28])=[O:25])[CH3:2]. The catalyst class is: 58. (9) Reactant: C(OC(=O)CC(C1C(C(F)(F)F)=[N+]([O-])C=CC=1)=O)C.BrCC(C1C=C([N+]([O-])=O)C(OC)=C(OC)C=1)=O.Cl.C[O:39][C:40]1[CH:41]=[C:42]([C:51]2[C:52]([C:67]([O:69][CH2:70][CH3:71])=[O:68])=[C:53]([C:56]3[C:57]([C:63]([F:66])([F:65])[F:64])=[N+:58]([O-:62])[CH:59]=[CH:60][CH:61]=3)[O:54][CH:55]=2)[CH:43]=[C:44]([N+:48]([O-:50])=[O:49])[C:45]=1[O:46]C.B(Br)(Br)Br. The catalyst class is: 529. Product: [OH:39][C:40]1[CH:41]=[C:42]([C:51]2[C:52]([C:67]([O:69][CH2:70][CH3:71])=[O:68])=[C:53]([C:56]3[C:57]([C:63]([F:65])([F:66])[F:64])=[N+:58]([O-:62])[CH:59]=[CH:60][CH:61]=3)[O:54][CH:55]=2)[CH:43]=[C:44]([N+:48]([O-:50])=[O:49])[C:45]=1[OH:46].